This data is from Reaction yield outcomes from USPTO patents with 853,638 reactions. The task is: Predict the reaction yield, written as a fraction of the theoretical maximum amount of product (1.0 means a 100% yield; for example, 0.34 means a 34% yield). (1) The product is [F:10][C:11]1[CH:16]=[CH:15][C:14]([C:17]2[CH:21]=[CH:20][N:19]([CH:22]3[CH2:23][CH2:24][N:25]([CH2:5][CH2:6][N+:7]([O-:9])=[O:8])[CH2:26][CH2:27]3)[C:18]=2[C:28]2[CH:29]=[CH:30][N:31]=[CH:32][CH:33]=2)=[CH:13][CH:12]=1. The reactants are C(O[CH2:5][CH2:6][N+:7]([O-:9])=[O:8])(=O)C.[F:10][C:11]1[CH:16]=[CH:15][C:14]([C:17]2[CH:21]=[CH:20][N:19]([CH:22]3[CH2:27][CH2:26][NH:25][CH2:24][CH2:23]3)[C:18]=2[C:28]2[CH:33]=[CH:32][N:31]=[CH:30][CH:29]=2)=[CH:13][CH:12]=1. The yield is 0.760. The catalyst is C(O)C. (2) The reactants are [NH3:1].[Cl:2][C:3]1[CH:8]=[CH:7][C:6]([C:9]2[N:13]([C:14]3[CH:19]=[CH:18][C:17]([Cl:20])=[CH:16][C:15]=3[Cl:21])[N:12]=[C:11]([C:22](Cl)=[O:23])[C:10]=2[CH3:25])=[CH:5][CH:4]=1. The catalyst is C(Cl)Cl. The product is [Cl:2][C:3]1[CH:8]=[CH:7][C:6]([C:9]2[N:13]([C:14]3[CH:19]=[CH:18][C:17]([Cl:20])=[CH:16][C:15]=3[Cl:21])[N:12]=[C:11]([C:22]([NH2:1])=[O:23])[C:10]=2[CH3:25])=[CH:5][CH:4]=1. The yield is 0.990. (3) The reactants are [OH:1][CH2:2][CH2:3][N:4]([CH:22]([CH3:24])[CH3:23])[C:5]([C:7]1[S:8][C:9]2[CH2:10][CH2:11][O:12][C:13]3[CH:20]=[CH:19][C:18](Br)=[CH:17][C:14]=3[C:15]=2[N:16]=1)=[O:6].O1CCCCC1[O:31][CH2:32][CH2:33][N:34]1[CH:38]=[C:37](B2OC(C)(C)C(C)(C)O2)[CH:36]=[N:35]1.C([O-])(=O)C.[K+].Cl. The catalyst is O.C1C=CC([P]([Pd]([P](C2C=CC=CC=2)(C2C=CC=CC=2)C2C=CC=CC=2)([P](C2C=CC=CC=2)(C2C=CC=CC=2)C2C=CC=CC=2)[P](C2C=CC=CC=2)(C2C=CC=CC=2)C2C=CC=CC=2)(C2C=CC=CC=2)C2C=CC=CC=2)=CC=1.C(#N)C. The product is [OH:1][CH2:2][CH2:3][N:4]([CH:22]([CH3:24])[CH3:23])[C:5]([C:7]1[S:8][C:9]2[CH2:10][CH2:11][O:12][C:13]3[CH:20]=[CH:19][C:18]([C:37]4[CH:36]=[N:35][N:34]([CH2:33][CH2:32][OH:31])[CH:38]=4)=[CH:17][C:14]=3[C:15]=2[N:16]=1)=[O:6]. The yield is 0.0600. (4) The reactants are [CH3:1][C:2]1[C:3]([C:11]2[S:15][C:14]([C:16]([OH:18])=O)=[CH:13][CH:12]=2)=[N:4][O:5][C:6]=1[C:7]([F:10])([F:9])[F:8].[OH:19][CH:20]1[CH2:25][CH2:24][NH:23][CH2:22][CH2:21]1. No catalyst specified. The product is [OH:19][CH:20]1[CH2:25][CH2:24][N:23]([C:16]([C:14]2[S:15][C:11]([C:3]3[C:2]([CH3:1])=[C:6]([C:7]([F:8])([F:9])[F:10])[O:5][N:4]=3)=[CH:12][CH:13]=2)=[O:18])[CH2:22][CH2:21]1. The yield is 0.780.